From a dataset of Catalyst prediction with 721,799 reactions and 888 catalyst types from USPTO. Predict which catalyst facilitates the given reaction. (1) Reactant: CO[C:3](=[C:11]([C:14]#[N:15])[C:12]#[N:13])[CH2:4][C:5]1[CH:10]=[CH:9][CH:8]=[CH:7][CH:6]=1.[CH3:16][NH:17][NH2:18]. Product: [NH2:13][C:12]1[N:17]([CH3:16])[N:18]=[C:3]([CH2:4][C:5]2[CH:10]=[CH:9][CH:8]=[CH:7][CH:6]=2)[C:11]=1[C:14]#[N:15]. The catalyst class is: 8. (2) Reactant: [Cl:1][C:2]1[CH:3]=[CH:4][C:5]([N:10]2[CH2:15][CH2:14][NH:13][CH2:12][CH2:11]2)=[C:6]([CH:9]=1)[C:7]#[N:8].N1C(C)=CC=CC=1C.[I-].[K+].Br[CH2:27][CH2:28][CH:29]=[C:30]1[C:36]2[CH:37]=[CH:38][CH:39]=[N:40][C:35]=2[CH2:34][O:33][C:32]2[CH:41]=[CH:42][C:43]([C:45]([OH:48])([CH3:47])[CH3:46])=[CH:44][C:31]1=2. Product: [Cl:1][C:2]1[CH:3]=[CH:4][C:5]([N:10]2[CH2:11][CH2:12][N:13]([CH2:27][CH2:28][CH:29]=[C:30]3[C:36]4[CH:37]=[CH:38][CH:39]=[N:40][C:35]=4[CH2:34][O:33][C:32]4[CH:41]=[CH:42][C:43]([C:45]([OH:48])([CH3:47])[CH3:46])=[CH:44][C:31]3=4)[CH2:14][CH2:15]2)=[C:6]([CH:9]=1)[C:7]#[N:8]. The catalyst class is: 32.